From a dataset of Reaction yield outcomes from USPTO patents with 853,638 reactions. Predict the reaction yield, written as a fraction of the theoretical maximum amount of product (1.0 means a 100% yield; for example, 0.34 means a 34% yield). The reactants are [Br:1][C:2]1[CH:3]=[C:4]([F:14])[C:5]2[CH2:10][O:9][CH:8]([CH2:11]Br)[O:7][C:6]=2[CH:13]=1.[CH3:15][NH2:16]. The catalyst is CCO. The product is [Br:1][C:2]1[CH:3]=[C:4]([F:14])[C:5]2[CH2:10][O:9][CH:8]([CH2:11][NH:16][CH3:15])[O:7][C:6]=2[CH:13]=1. The yield is 0.940.